This data is from Reaction yield outcomes from USPTO patents with 853,638 reactions. The task is: Predict the reaction yield, written as a fraction of the theoretical maximum amount of product (1.0 means a 100% yield; for example, 0.34 means a 34% yield). (1) The reactants are N[C@H](CC1OC=CC=1)C(O)=O.F[C:13]1[CH:20]=[CH:19][C:16]([C:17]#[N:18])=[C:15]([C:21]([F:24])([F:23])[F:22])[CH:14]=1.CCN(C(C)C)C(C)C. No catalyst specified. The product is [F:22][C:21]([F:23])([F:24])[C:15]1[CH:14]=[CH:13][CH:20]=[CH:19][C:16]=1[C:17]#[N:18]. The yield is 0.290. (2) The reactants are C(OC(=O)[CH:5]([C:15]1[CH:20]=[CH:19][C:18]([O:21][CH3:22])=[CH:17][C:16]=1[Cl:23])[C:6]([C:8]1[CH:13]=[N:12][C:11]([CH3:14])=[CH:10][N:9]=1)=[O:7])C.[Cl-].[Na+].O.CS(C)=O. The catalyst is C(OCC)(=O)C. The product is [Cl:23][C:16]1[CH:17]=[C:18]([O:21][CH3:22])[CH:19]=[CH:20][C:15]=1[CH2:5][C:6]([C:8]1[CH:13]=[N:12][C:11]([CH3:14])=[CH:10][N:9]=1)=[O:7]. The yield is 0.670. (3) The reactants are [CH3:1][N:2]1[CH2:7][CH2:6][N:5]([C:8]2[CH:16]=[CH:15][C:11]([C:12](O)=[O:13])=[C:10]([N:17]([CH:24]3[CH2:29][CH2:28][O:27][CH2:26][CH2:25]3)C(=O)C(F)(F)F)[CH:9]=2)[CH2:4][CH2:3]1.[H-].[H-].[H-].[H-].[Li+].[Al+3].O. The catalyst is O1CCCC1. The product is [CH3:1][N:2]1[CH2:3][CH2:4][N:5]([C:8]2[CH:16]=[CH:15][C:11]([CH2:12][OH:13])=[C:10]([NH:17][CH:24]3[CH2:29][CH2:28][O:27][CH2:26][CH2:25]3)[CH:9]=2)[CH2:6][CH2:7]1. The yield is 0.770. (4) The catalyst is C1COCC1.CCOCC. The product is [CH2:8]([O:7][C:1](=[O:6])[CH2:2][C:3](=[O:5])[C:28]([CH3:29])([CH3:27])[CH:32]=[CH2:33])[CH3:9]. The reactants are [C:1]([O:7][CH2:8][CH3:9])(=[O:6])[CH2:2][C:3]([OH:5])=O.N1C=CC=CC=1C1C=CC=CN=1.[Li]CCCC.[CH3:27][C:28](C)([CH:32]=[CH2:33])[C:29](Cl)=O. The yield is 0.980. (5) The reactants are [OH:1][CH:2]([C:28]1[CH:33]=[CH:32][CH:31]=[CH:30][CH:29]=1)[CH2:3][N:4]1[C:9](=[O:10])[C:8]([C:11]2[CH:16]=[CH:15][C:14]([F:17])=[CH:13][CH:12]=2)=[C:7]([C:18]2[CH:23]=[CH:22][C:21]([S:24]([CH3:27])(=[O:26])=[O:25])=[CH:20][CH:19]=2)[CH:6]=[N:5]1.I[CH3:35].[H-].[Na+]. The catalyst is CN(C=O)C. The product is [CH3:35][O:1][CH:2]([C:28]1[CH:29]=[CH:30][CH:31]=[CH:32][CH:33]=1)[CH2:3][N:4]1[C:9](=[O:10])[C:8]([C:11]2[CH:12]=[CH:13][C:14]([F:17])=[CH:15][CH:16]=2)=[C:7]([C:18]2[CH:23]=[CH:22][C:21]([S:24]([CH3:27])(=[O:26])=[O:25])=[CH:20][CH:19]=2)[CH:6]=[N:5]1. The yield is 0.347.